The task is: Predict the product of the given reaction.. This data is from Forward reaction prediction with 1.9M reactions from USPTO patents (1976-2016). (1) Given the reactants [N:1]1[S:5][N:4]=[C:3]2[C:6]([S:10]([NH:13][C:14]3[CH:22]=[C:21]([Cl:23])[CH:20]=[CH:19][C:15]=3[C:16](O)=[O:17])(=[O:12])=[O:11])=[CH:7][CH:8]=[CH:9][C:2]=12.[NH2:24][CH:25]([CH2:28][C:29]1[CH:34]=[CH:33][C:32]([Cl:35])=[CH:31][CH:30]=1)[CH2:26][OH:27], predict the reaction product. The product is: [N:1]1[S:5][N:4]=[C:3]2[C:6]([S:10]([NH:13][C:14]3[CH:22]=[C:21]([Cl:23])[CH:20]=[CH:19][C:15]=3[C:16]([NH:24][CH:25]([CH2:26][OH:27])[CH2:28][C:29]3[CH:34]=[CH:33][C:32]([Cl:35])=[CH:31][CH:30]=3)=[O:17])(=[O:12])=[O:11])=[CH:7][CH:8]=[CH:9][C:2]=12. (2) Given the reactants Cl[C:2]1[CH:3]=[C:4]([NH:11][C:12]2[C:17]([F:18])=[CH:16][CH:15]=[CH:14][C:13]=2[F:19])[C:5]2[N:6]([CH:8]=[CH:9][N:10]=2)[N:7]=1.[NH2:20][C@H:21]1[CH2:26][CH2:25][C@H:24]([NH2:27])[CH2:23][CH2:22]1, predict the reaction product. The product is: [NH2:20][C@H:21]1[CH2:26][CH2:25][C@H:24]([NH:27][C:2]2[CH:3]=[C:4]([NH:11][C:12]3[C:17]([F:18])=[CH:16][CH:15]=[CH:14][C:13]=3[F:19])[C:5]3[N:6]([CH:8]=[CH:9][N:10]=3)[N:7]=2)[CH2:23][CH2:22]1. (3) The product is: [F:16][C:17]1[CH:18]=[C:19]([C:20]#[N:21])[CH:22]=[CH:23][C:24]=1[CH:25]1[N:29]2[CH:30]=[N:31][CH:32]=[C:28]2[C:27]2([CH2:1][CH2:33]2)[CH2:26]1. Given the reactants [C:1](O)(C(F)(F)F)=O.[Zn](CC)CC.C(I)I.[F:16][C:17]1[CH:18]=[C:19]([CH:22]=[CH:23][C:24]=1[CH:25]1[N:29]2[CH:30]=[N:31][CH:32]=[C:28]2[C:27](=[CH2:33])[CH2:26]1)[C:20]#[N:21], predict the reaction product. (4) Given the reactants [CH3:1][C:2]1([CH3:20])[CH2:18][C:6]2[C:7]([C:16]#[CH:17])=[C:8]([N:10]3[CH2:15][CH2:14][O:13][CH2:12][CH2:11]3)[S:9][C:5]=2[C:4](=[O:19])[CH2:3]1.I[C:22]1[CH:27]=[CH:26][C:25]([OH:28])=[CH:24][CH:23]=1, predict the reaction product. The product is: [CH3:1][C:2]1([CH3:20])[CH2:18][C:6]2[C:7]([C:16]#[C:17][C:22]3[CH:27]=[CH:26][C:25]([OH:28])=[CH:24][CH:23]=3)=[C:8]([N:10]3[CH2:15][CH2:14][O:13][CH2:12][CH2:11]3)[S:9][C:5]=2[C:4](=[O:19])[CH2:3]1. (5) Given the reactants CN(C=[C:5]1[C:9](=[O:10])[N:8]([C:11](OC(C)(C)C)=[O:12])[CH:7]2[C:18]3[C:23]([CH2:24][CH:6]12)=[CH:22][CH:21]=[C:20]([C:25]([O:27][CH3:28])=[O:26])[CH:19]=3)C.Cl, predict the reaction product. The product is: [OH:10][CH:9]=[C:5]1[C:11](=[O:12])[NH:8][CH:7]2[C:18]3[C:23]([CH2:24][CH:6]12)=[CH:22][CH:21]=[C:20]([C:25]([O:27][CH3:28])=[O:26])[CH:19]=3. (6) Given the reactants [Li+].[OH-].C[O:4][C:5](=[O:25])[CH2:6][C:7]1[CH:8]=[C:9]([C:19]2[CH:24]=[CH:23][CH:22]=[CH:21][CH:20]=2)[CH:10]=[C:11]([C:13](=[O:18])[NH:14][CH2:15][CH2:16][CH3:17])[CH:12]=1.CO.O, predict the reaction product. The product is: [CH2:15]([NH:14][C:13]([C:11]1[CH:12]=[C:7]([CH2:6][C:5]([OH:25])=[O:4])[CH:8]=[C:9]([C:19]2[CH:24]=[CH:23][CH:22]=[CH:21][CH:20]=2)[CH:10]=1)=[O:18])[CH2:16][CH3:17]. (7) Given the reactants [CH3:1][O:2][C:3]1[CH:4]=[C:5]([CH:8]=[C:9]([O:16][CH3:17])[C:10]=1[O:11][CH2:12][CH2:13][O:14][CH3:15])[CH:6]=O.[ClH:18].[NH4+].[OH-].CO.C(O[CH:26](OCC)[CH2:27][NH:28][CH2:29][C:30]1[CH:35]=[CH:34][CH:33]=[C:32]([O:36][CH2:37][CH3:38])[C:31]=1[OH:39])C, predict the reaction product. The product is: [ClH:18].[CH3:15][O:14][CH2:13][CH2:12][O:11][C:10]1[C:3]([O:2][CH3:1])=[CH:4][C:5]([CH2:6][C:26]2[C:35]3[C:30](=[C:31]([OH:39])[C:32]([O:36][CH2:37][CH3:38])=[CH:33][CH:34]=3)[CH:29]=[N:28][CH:27]=2)=[CH:8][C:9]=1[O:16][CH3:17].